From a dataset of Forward reaction prediction with 1.9M reactions from USPTO patents (1976-2016). Predict the product of the given reaction. (1) Given the reactants [Br:1][C:2]1[CH:10]=[CH:9][C:5]([C:6]([OH:8])=O)=[C:4]([CH3:11])[CH:3]=1.Cl.[Cl:13][C:14]1[CH:15]=[C:16]2[C:21](=[CH:22][CH:23]=1)[CH:20]=[C:19]([S:24]([N:27]1[CH2:32][CH2:31][NH:30][CH2:29][CH2:28]1)(=[O:26])=[O:25])[CH:18]=[CH:17]2, predict the reaction product. The product is: [Br:1][C:2]1[CH:10]=[CH:9][C:5]([C:6]([N:30]2[CH2:29][CH2:28][N:27]([S:24]([C:19]3[CH:18]=[CH:17][C:16]4[C:21](=[CH:22][CH:23]=[C:14]([Cl:13])[CH:15]=4)[CH:20]=3)(=[O:26])=[O:25])[CH2:32][CH2:31]2)=[O:8])=[C:4]([CH3:11])[CH:3]=1. (2) Given the reactants [NH2:1][C@@H:2]([CH2:5][CH:6]([CH3:8])[CH3:7])[CH2:3][OH:4].[O:9](C(OC(C)(C)C)=O)[C:10]([O:12][C:13]([CH3:16])([CH3:15])[CH3:14])=O, predict the reaction product. The product is: [C:13]([O:12][C:10](=[O:9])[NH:1][C@@H:2]([CH2:5][CH:6]([CH3:8])[CH3:7])[CH2:3][OH:4])([CH3:16])([CH3:15])[CH3:14].